Task: Regression/Classification. Given a drug SMILES string, predict its absorption, distribution, metabolism, or excretion properties. Task type varies by dataset: regression for continuous measurements (e.g., permeability, clearance, half-life) or binary classification for categorical outcomes (e.g., BBB penetration, CYP inhibition). Dataset: pampa_ncats.. Dataset: PAMPA (Parallel Artificial Membrane Permeability Assay) permeability data from NCATS (1) The compound is CC1=CC=CC=C1C(=O)N2CCC3=C2C=CC(=C3)C4=C(SC(=N4)NC(=O)CC5=CC=CC=C5)C. The result is 1 (high permeability). (2) The compound is CCN(CC)CCCCNC1=NC2=NC(=C(C=C2C=N1)C3=C(C=CC=C3Cl)Cl)NC(=O)NC(C)(C)C. The result is 1 (high permeability). (3) The drug is C1CCN(CC1)C2=NC=C(C3=CC=CC=C32)C(=O)N4CCN(CC4)C5=CC=C(C=C5)Cl. The result is 1 (high permeability). (4) The drug is CC(=O)C1CCN(CC1)C2=NC=C(S2)C3=CC(=CC=C3)N(C)C. The result is 1 (high permeability).